Dataset: Peptide-MHC class I binding affinity with 185,985 pairs from IEDB/IMGT. Task: Regression. Given a peptide amino acid sequence and an MHC pseudo amino acid sequence, predict their binding affinity value. This is MHC class I binding data. (1) The peptide sequence is VLIALSVLAV. The MHC is HLA-A02:03 with pseudo-sequence HLA-A02:03. The binding affinity (normalized) is 0.769. (2) The peptide sequence is TVLGLGLSLK. The MHC is H-2-Kb with pseudo-sequence H-2-Kb. The binding affinity (normalized) is 0. (3) The peptide sequence is RMGERQLQK. The MHC is HLA-A11:01 with pseudo-sequence HLA-A11:01. The binding affinity (normalized) is 0.686. (4) The peptide sequence is EVERLMELPV. The MHC is HLA-A02:03 with pseudo-sequence HLA-A02:03. The binding affinity (normalized) is 0.329.